This data is from Forward reaction prediction with 1.9M reactions from USPTO patents (1976-2016). The task is: Predict the product of the given reaction. (1) Given the reactants Cl[C:2]1[C:3]2[N:4]([CH:10]=[CH:11][CH:12]=2)[N:5]=[CH:6][C:7]=1[C:8]#[N:9].[CH:13]1([NH2:19])[CH2:18][CH2:17][CH2:16][CH2:15][CH2:14]1.CCN(C(C)C)C(C)C, predict the reaction product. The product is: [CH:13]1([NH:19][C:2]2[C:3]3[N:4]([CH:10]=[CH:11][CH:12]=3)[N:5]=[CH:6][C:7]=2[C:8]#[N:9])[CH2:18][CH2:17][CH2:16][CH2:15][CH2:14]1. (2) Given the reactants [CH3:1][Mg+].[Br-].[C:4]1([C:10]2[CH:19]=[CH:18][C:17]3[C:12](=[CH:13][C:14]([CH:20]=[O:21])=[CH:15][CH:16]=3)[N:11]=2)[CH:9]=[CH:8][CH:7]=[CH:6][CH:5]=1.[NH4+].[Cl-], predict the reaction product. The product is: [C:4]1([C:10]2[CH:19]=[CH:18][C:17]3[C:12](=[CH:13][C:14]([CH:20]([OH:21])[CH3:1])=[CH:15][CH:16]=3)[N:11]=2)[CH:5]=[CH:6][CH:7]=[CH:8][CH:9]=1. (3) Given the reactants C(NC(C)C)(C)C.C([Li])CCC.[C:13]([O:16][C:17]([CH3:20])([CH3:19])[CH3:18])(=[O:15])[CH3:14].[F:21][C:22]1[CH:27]=[CH:26][C:25]([C:28]2[C:33](/[CH:34]=[CH:35]/[C:36](Cl)=[O:37])=[C:32]([CH:39]([CH3:41])[CH3:40])[N:31]=[C:30]([N:42]([CH3:47])[S:43]([CH3:46])(=[O:45])=[O:44])[N:29]=2)=[CH:24][CH:23]=1, predict the reaction product. The product is: [F:21][C:22]1[CH:23]=[CH:24][C:25]([C:28]2[C:33](/[CH:34]=[CH:35]/[C:36](=[O:37])[CH2:14][C:13]([O:16][C:17]([CH3:20])([CH3:19])[CH3:18])=[O:15])=[C:32]([CH:39]([CH3:41])[CH3:40])[N:31]=[C:30]([N:42]([CH3:47])[S:43]([CH3:46])(=[O:45])=[O:44])[N:29]=2)=[CH:26][CH:27]=1. (4) Given the reactants [F:1][C:2]1[CH:3]=[C:4]([CH2:8][NH2:9])[CH:5]=[CH:6][CH:7]=1.O[C:11]1[C:12]2[CH:20]=[CH:19][CH:18]=[C:17]([C:21]([NH2:23])=[O:22])[C:13]=2[N:14]=[N:15][N:16]=1, predict the reaction product. The product is: [F:1][C:2]1[CH:3]=[C:4]([CH:5]=[CH:6][CH:7]=1)[CH2:8][NH:9][C:11]1[C:12]2[CH:20]=[CH:19][CH:18]=[C:17]([C:21]([NH2:23])=[O:22])[C:13]=2[N:14]=[N:15][N:16]=1. (5) The product is: [CH3:1][CH2:2][CH2:3][CH2:4][C:5]([O:7][C@@H:8]1[C@@:12]2([CH3:26])[CH2:13][CH2:14][C@@H:15]3[C:20]4[CH:21]=[CH:22][C:23]([O:25][C:44]([CH2:43][CH2:42][CH2:41][CH3:40])=[O:45])=[CH:24][C:19]=4[CH2:18][CH2:17][C@H:16]3[C@@H:11]2[CH2:10][CH2:9]1)=[O:6]. Given the reactants [CH3:1][CH2:2][CH2:3][CH2:4][C:5]([O:7][C@@H:8]1[C@@:12]2([CH3:26])[CH2:13][CH2:14][C@@H:15]3[C:20]4[CH:21]=[CH:22][C:23]([OH:25])=[CH:24][C:19]=4[CH2:18][CH2:17][C@H:16]3[C@@H:11]2[CH2:10][CH2:9]1)=[O:6].C[C@@]12[C@@H:44]([OH:45])[CH2:43][CH2:42][C@H:41]1[C@H:40]1[C@@H](C3C=CC(O)=CC=3CC1)CC2.C(OC(=O)CCCC)(=O)CCCC, predict the reaction product.